Dataset: Full USPTO retrosynthesis dataset with 1.9M reactions from patents (1976-2016). Task: Predict the reactants needed to synthesize the given product. The reactants are: [O:1]1CCO[CH:2]1[C:6]1[N:11]=[CH:10][C:9]([NH:12][C:13]2[CH:18]=[CH:17][C:16]([F:19])=[CH:15][CH:14]=2)=[CH:8][CH:7]=1.O.C1(C)C=CC(S(O)(=O)=O)=CC=1.C([O-])(O)=O.[Na+]. Given the product [F:19][C:16]1[CH:17]=[CH:18][C:13]([NH:12][C:9]2[CH:8]=[CH:7][C:6]([CH:2]=[O:1])=[N:11][CH:10]=2)=[CH:14][CH:15]=1, predict the reactants needed to synthesize it.